Dataset: Catalyst prediction with 721,799 reactions and 888 catalyst types from USPTO. Task: Predict which catalyst facilitates the given reaction. (1) Reactant: [C:1]([O:5][C:6](=[O:19])[NH:7][CH2:8][CH2:9][CH2:10][O:11][C:12]1[CH:17]=[CH:16][C:15](=[O:18])[NH:14][N:13]=1)([CH3:4])([CH3:3])[CH3:2].C(=O)([O-])[O-].[Cs+].[Cs+].[CH3:26][O:27][C:28](=[O:37])[C:29]1[CH:34]=[CH:33][CH:32]=[C:31]([CH2:35]Br)[CH:30]=1.O. Product: [CH3:26][O:27][C:28](=[O:37])[C:29]1[CH:34]=[CH:33][CH:32]=[C:31]([CH2:35][N:14]2[C:15](=[O:18])[CH:16]=[CH:17][C:12]([O:11][CH2:10][CH2:9][CH2:8][NH:7][C:6]([O:5][C:1]([CH3:4])([CH3:2])[CH3:3])=[O:19])=[N:13]2)[CH:30]=1. The catalyst class is: 3. (2) Reactant: ClC(Cl)(Cl)C([N:5]1[CH2:10][CH2:9][N:8]([C:11]2[CH:16]=[C:15]([S:17]([N:20]3[C:28]4[C:23](=[CH:24][C:25]([F:29])=[CH:26][CH:27]=4)[CH:22]=[CH:21]3)(=[O:19])=[O:18])[CH:14]=[CH:13][C:12]=2[O:30][CH3:31])[CH2:7][CH2:6]1)=O.[OH-].[K+]. Product: [F:29][C:25]1[CH:24]=[C:23]2[C:28](=[CH:27][CH:26]=1)[N:20]([S:17]([C:15]1[CH:14]=[CH:13][C:12]([O:30][CH3:31])=[C:11]([N:8]3[CH2:7][CH2:6][NH:5][CH2:10][CH2:9]3)[CH:16]=1)(=[O:19])=[O:18])[CH:21]=[CH:22]2. The catalyst class is: 1. (3) Reactant: [CH2:1]([O:8][C:9]1[C:10]([Br:16])=[C:11]([OH:15])[CH:12]=[CH:13][CH:14]=1)[C:2]1[CH:7]=[CH:6][CH:5]=[CH:4][CH:3]=1.[C:17]([O-])([O-])=O.[K+].[K+].CI. Product: [CH2:1]([O:8][C:9]1[CH:14]=[CH:13][CH:12]=[C:11]([O:15][CH3:17])[C:10]=1[Br:16])[C:2]1[CH:3]=[CH:4][CH:5]=[CH:6][CH:7]=1. The catalyst class is: 3. (4) Reactant: [CH2:1]([O:3][C:4](=[O:19])[CH2:5][C:6]1[CH:15]=[CH:14][CH:13]=[C:12]([N+:16]([O-])=O)[C:7]=1[C:8]([O:10][CH3:11])=[O:9])[CH3:2]. Product: [NH2:16][C:12]1[CH:13]=[CH:14][CH:15]=[C:6]([CH2:5][C:4]([O:3][CH2:1][CH3:2])=[O:19])[C:7]=1[C:8]([O:10][CH3:11])=[O:9]. The catalyst class is: 129.